From a dataset of Retrosynthesis with 50K atom-mapped reactions and 10 reaction types from USPTO. Predict the reactants needed to synthesize the given product. (1) Given the product Nc1ccc2[nH]cc(CCNCc3cccc(Oc4ccccc4)c3)c2c1, predict the reactants needed to synthesize it. The reactants are: O=[N+]([O-])c1ccc2[nH]cc(CCNCc3cccc(Oc4ccccc4)c3)c2c1. (2) Given the product CN(C)C(C(=O)O)c1cccc(Br)c1, predict the reactants needed to synthesize it. The reactants are: CCOC(=O)C(c1cccc(Br)c1)N(C)C. (3) Given the product O=S(=O)(c1ccc(C#Cc2cnn3c(C(F)F)cc(-c4ccc(C(F)(F)F)cc4)nc23)cc1)N1CCOCC1, predict the reactants needed to synthesize it. The reactants are: C#Cc1cnn2c(C(F)F)cc(-c3ccc(C(F)(F)F)cc3)nc12.O=S(=O)(c1ccc(Br)cc1)N1CCOCC1. (4) The reactants are: CCOC(=O)c1cncc(-c2ccc(N3CCC(Oc4cc(F)ccc4Br)CC3)nn2)c1. Given the product O=C(O)c1cncc(-c2ccc(N3CCC(Oc4cc(F)ccc4Br)CC3)nn2)c1, predict the reactants needed to synthesize it. (5) Given the product Cc1cnc(Nc2cc(-c3ccnc(-n4ncc5cc(C(C)(C)C)cc(F)c5c4=O)c3CO)cn(C)c2=O)s1, predict the reactants needed to synthesize it. The reactants are: Cc1cnc(Nc2cc(-c3ccnc(-n4ncc5cc(C(C)(C)C)cc(F)c5c4=O)c3C=O)cn(C)c2=O)s1. (6) Given the product COC(=O)c1ccc(NC(=O)[C@@H]2N[C@@H](CC(C)(C)C)[C@](C#N)(c3ncc(Cl)cc3F)[C@H]2c2cccc(Cl)c2F)c(OC)c1, predict the reactants needed to synthesize it. The reactants are: CC(C)(C)C[C@@H]1N[C@@H](C(=O)O)[C@H](c2cccc(Cl)c2F)[C@@]1(C#N)c1ncc(Cl)cc1F.COC(=O)c1ccc(N)c(OC)c1. (7) Given the product CC(C)Nc1nc(Cl)ncc1[N+](=O)[O-], predict the reactants needed to synthesize it. The reactants are: CC(C)N.O=[N+]([O-])c1cnc(Cl)nc1Cl.